From a dataset of Forward reaction prediction with 1.9M reactions from USPTO patents (1976-2016). Predict the product of the given reaction. (1) Given the reactants [Cl:1][C:2]1[CH:12]=[CH:11][C:5]([O:6][CH2:7][C:8](Cl)=[CH2:9])=[CH:4][CH:3]=1.BrN1[C:18](=O)[CH2:17][CH2:16][C:15]1=O.[BrH:21].[C:22](#N)[CH3:23].[OH2:25], predict the reaction product. The product is: [Br:21][CH2:22][C:23](=[O:25])[CH2:9][C:8]1[CH:15]=[CH:16][CH:17]=[CH:18][C:7]=1[O:6][C:5]1[CH:11]=[CH:12][C:2]([Cl:1])=[CH:3][CH:4]=1. (2) Given the reactants [CH3:1][O:2][C:3]1[CH:4]=[C:5]2[C:10](=[CH:11][C:12]=1[O:13][CH3:14])[N:9]=[CH:8][N:7]=[C:6]2[O:15][C:16]1[CH:22]=[CH:21][C:19]([NH2:20])=[CH:18][CH:17]=1.C1(C)C=CC=CC=1.C(N(CC)CC)C.Cl[C:38](Cl)([O:40][C:41](=[O:47])OC(Cl)(Cl)Cl)Cl.[F:49][C:50]([F:61])([F:60])[C:51]1[CH:52]=[C:53]([CH:57]=[CH:58][CH:59]=1)[CH2:54]CO, predict the reaction product. The product is: [CH3:1][O:2][C:3]1[CH:4]=[C:5]2[C:10](=[CH:11][C:12]=1[O:13][CH3:14])[N:9]=[CH:8][N:7]=[C:6]2[O:15][C:16]1[CH:22]=[CH:21][C:19]([NH:20][C:41](=[O:47])[O:40][CH2:38][CH2:54][C:53]2[CH:57]=[CH:58][CH:59]=[C:51]([C:50]([F:49])([F:60])[F:61])[CH:52]=2)=[CH:18][CH:17]=1. (3) Given the reactants [CH3:1][N:2]([CH2:12][CH2:13][O:14][C:15]1[CH:28]=[CH:27][C:18]([CH:19]=[C:20]2[S:24][C:23](=[O:25])[NH:22][C:21]2=[O:26])=[CH:17][CH:16]=1)[C:3]1[S:4][C:5]2[CH:11]=[CH:10][CH:9]=[CH:8][C:6]=2[N:7]=1.[H][H], predict the reaction product. The product is: [CH3:1][N:2]([CH2:12][CH2:13][O:14][C:15]1[CH:28]=[CH:27][C:18]([CH2:19][CH:20]2[S:24][C:23](=[O:25])[NH:22][C:21]2=[O:26])=[CH:17][CH:16]=1)[C:3]1[S:4][C:5]2[CH:11]=[CH:10][CH:9]=[CH:8][C:6]=2[N:7]=1. (4) Given the reactants [C:1]([NH:5][CH2:6][CH:7]([OH:43])[CH2:8][O:9][C:10]1[CH:19]=[C:18]2[C:13]([C:14](=[O:42])[CH:15]=[C:16]([C:20]3[CH:25]=[CH:24][C:23]([O:26]CC4C=CC=CC=4)=[C:22]([O:34]CC4C=CC=CC=4)[CH:21]=3)[O:17]2)=[CH:12][CH:11]=1)([CH3:4])([CH3:3])[CH3:2], predict the reaction product. The product is: [C:1]([NH:5][CH2:6][CH:7]([OH:43])[CH2:8][O:9][C:10]1[CH:19]=[C:18]2[C:13]([C:14](=[O:42])[CH:15]=[C:16]([C:20]3[CH:25]=[CH:24][C:23]([OH:26])=[C:22]([OH:34])[CH:21]=3)[O:17]2)=[CH:12][CH:11]=1)([CH3:4])([CH3:2])[CH3:3]. (5) Given the reactants [C:1]1([Mg]Br)[CH:6]=[CH:5][CH:4]=[CH:3][CH:2]=1.[C:9]1([C:15]2[CH:16]=[CH:17][C:18](=[O:21])[NH:19][N:20]=2)[CH:14]=[CH:13][CH:12]=[CH:11][CH:10]=1.[Cl-].[NH4+], predict the reaction product. The product is: [C:9]1([C:15]2[CH2:16][CH:17]([C:1]3[CH:6]=[CH:5][CH:4]=[CH:3][CH:2]=3)[C:18](=[O:21])[NH:19][N:20]=2)[CH:10]=[CH:11][CH:12]=[CH:13][CH:14]=1. (6) Given the reactants [Si:1]([O:8][CH2:9][C:10]1[O:14][C:13]([CH:15]=O)=[CH:12][CH:11]=1)([C:4]([CH3:7])([CH3:6])[CH3:5])([CH3:3])[CH3:2].Cl.NO.C([N:22](CC)CC)C.C1(N=C=NC2CCCCC2)CCCCC1, predict the reaction product. The product is: [Si:1]([O:8][CH2:9][C:10]1[O:14][C:13]([C:15]#[N:22])=[CH:12][CH:11]=1)([C:4]([CH3:7])([CH3:6])[CH3:5])([CH3:3])[CH3:2]. (7) Given the reactants C([N:8]1[CH2:12][CH:11]([C:13]2[CH:18]=[CH:17][C:16]([Cl:19])=[C:15]([Cl:20])[CH:14]=2)[CH:10]([CH2:21][O:22][C:23]2[CH:28]=[CH:27][C:26]([Cl:29])=[CH:25][CH:24]=2)[CH2:9]1)C1C=CC=CC=1.ClC(OCC(Cl)(Cl)Cl)=O, predict the reaction product. The product is: [Cl:29][C:26]1[CH:25]=[CH:24][C:23]([O:22][CH2:21][CH:10]2[CH:11]([C:13]3[CH:18]=[CH:17][C:16]([Cl:19])=[C:15]([Cl:20])[CH:14]=3)[CH2:12][NH:8][CH2:9]2)=[CH:28][CH:27]=1. (8) The product is: [F:48][C:42]([F:49])([C:10]1([OH:40])[C@H:9]([O:8][CH2:1][C:2]2[CH:7]=[CH:6][CH:5]=[CH:4][CH:3]=2)[C@@H:14]([O:15][CH2:16][C:17]2[CH:22]=[CH:21][CH:20]=[CH:19][CH:18]=2)[C@H:13]([O:23][CH2:24][C:25]2[CH:26]=[CH:27][CH:28]=[CH:29][CH:30]=2)[C@@H:12]([CH2:31][O:32][CH2:33][C:34]2[CH:35]=[CH:36][CH:37]=[CH:38][CH:39]=2)[O:11]1)[C:43]([O:45][CH2:46][CH3:47])=[O:44]. Given the reactants [CH2:1]([O:8][C@@H:9]1[C@@H:14]([O:15][CH2:16][C:17]2[CH:22]=[CH:21][CH:20]=[CH:19][CH:18]=2)[C@H:13]([O:23][CH2:24][C:25]2[CH:30]=[CH:29][CH:28]=[CH:27][CH:26]=2)[C@@H:12]([CH2:31][O:32][CH2:33][C:34]2[CH:39]=[CH:38][CH:37]=[CH:36][CH:35]=2)[O:11][C:10]1=[O:40])[C:2]1[CH:7]=[CH:6][CH:5]=[CH:4][CH:3]=1.Br[C:42]([F:49])([F:48])[C:43]([O:45][CH2:46][CH3:47])=[O:44], predict the reaction product. (9) Given the reactants N(C(C)(C)C#N)=NC(C)(C)C#N.[Br:13]N1C(=O)CCC1=O.[CH3:21][C:22]1[C:31](=[O:32])[C:30]2[C:25](=[N:26][CH:27]=[CH:28][CH:29]=2)[N:24]([C:33]2[CH:38]=[CH:37][CH:36]=[CH:35][CH:34]=2)[C:23]=1[C:39]1[O:40][CH:41]=[CH:42][N:43]=1, predict the reaction product. The product is: [Br:13][CH2:21][C:22]1[C:31](=[O:32])[C:30]2[C:25](=[N:26][CH:27]=[CH:28][CH:29]=2)[N:24]([C:33]2[CH:38]=[CH:37][CH:36]=[CH:35][CH:34]=2)[C:23]=1[C:39]1[O:40][CH:41]=[CH:42][N:43]=1. (10) Given the reactants [Cl:1][C:2]1[CH:23]=[CH:22][C:5]([CH2:6][NH:7][C:8]([C:10]2[S:11](=[O:21])(=[O:20])[C:12]3[CH:19]=[CH:18][S:17][C:13]=3[N:14]([CH3:16])[N:15]=2)=[O:9])=[CH:4][CH:3]=1.CN(C=O)C.[Br:29]N1C(=O)CCC1=O, predict the reaction product. The product is: [Br:29][C:18]1[S:17][C:13]2[N:14]([CH3:16])[N:15]=[C:10]([C:8]([NH:7][CH2:6][C:5]3[CH:22]=[CH:23][C:2]([Cl:1])=[CH:3][CH:4]=3)=[O:9])[S:11](=[O:21])(=[O:20])[C:12]=2[CH:19]=1.